From a dataset of Reaction yield outcomes from USPTO patents with 853,638 reactions. Predict the reaction yield, written as a fraction of the theoretical maximum amount of product (1.0 means a 100% yield; for example, 0.34 means a 34% yield). (1) The reactants are Br[C:2]1[C:6]2[CH:7]=[CH:8][CH:9]=[CH:10][C:5]=2[O:4][CH:3]=1.CC1(C)C(C)(C)OB([C:19]2[CH2:24][CH2:23][N:22]([C:25]([O:27][C:28]([CH3:31])([CH3:30])[CH3:29])=[O:26])[CH2:21][CH:20]=2)O1.C(=O)([O-])[O-].[Na+].[Na+].C1(P(C2C=CC=CC=2)C2C=CC=CC=2)C=CC=CC=1. The catalyst is COCCOC.C([O-])(=O)C.[Pd+2].C([O-])(=O)C.O. The product is [O:4]1[C:5]2[CH:10]=[CH:9][CH:8]=[CH:7][C:6]=2[C:2]([C:19]2[CH2:24][CH2:23][N:22]([C:25]([O:27][C:28]([CH3:31])([CH3:30])[CH3:29])=[O:26])[CH2:21][CH:20]=2)=[CH:3]1. The yield is 0.540. (2) The reactants are [CH3:1][N:2]([CH3:18])[C:3]1[CH:8]=[CH:7][C:6]([CH2:9][C:10]([C:12]2[CH:17]=[CH:16][CH:15]=[CH:14][CH:13]=2)=O)=[CH:5][CH:4]=1.[CH2:19]([O:21][C:22]1[CH:23]=[C:24]([CH:27]=[C:28]([N+:31]([O-:33])=[O:32])[C:29]=1[OH:30])[CH:25]=O)[CH3:20].[NH2:34][C:35]([NH2:37])=[O:36].Cl. The catalyst is C(O)C. The product is [CH3:1][N:2]([CH3:18])[C:3]1[CH:8]=[CH:7][C:6]([C:9]2[CH:25]([C:24]3[CH:27]=[C:28]([N+:31]([O-:33])=[O:32])[C:29]([OH:30])=[C:22]([O:21][CH2:19][CH3:20])[CH:23]=3)[NH:34][C:35](=[O:36])[NH:37][C:10]=2[C:12]2[CH:17]=[CH:16][CH:15]=[CH:14][CH:13]=2)=[CH:5][CH:4]=1. The yield is 0.139. (3) The reactants are [CH2:1]([O:4][CH2:5][C:6]1[CH:11]=[CH:10][C:9]([C:12]2[CH:17]=[CH:16][C:15]([CH2:18][N:19]3[CH2:23][C:22]4([CH2:28][CH2:27][CH2:26][CH2:25][CH2:24]4)[O:21][C:20]3=[O:29])=[CH:14][CH:13]=2)=[CH:8][CH:7]=1)[CH:2]=C.NC(N)=S.C(Cl)Cl.C[OH:38]. The catalyst is C(=O)=O.CC(C)=O. The product is [O:29]=[C:20]1[N:19]([CH2:18][C:15]2[CH:14]=[CH:13][C:12]([C:9]3[CH:8]=[CH:7][C:6]([CH2:5][O:4][CH2:1][CH:2]=[O:38])=[CH:11][CH:10]=3)=[CH:17][CH:16]=2)[CH2:23][C:22]2([CH2:28][CH2:27][CH2:26][CH2:25][CH2:24]2)[O:21]1. The yield is 0.410. (4) The reactants are Cl[CH2:2][CH2:3][N:4]1[CH2:9][CH2:8][O:7][CH2:6][CH2:5]1.[Br:10][C:11]1[CH:16]=[CH:15][C:14]([OH:17])=[CH:13][CH:12]=1.C([O-])([O-])=O.[K+].[K+]. The catalyst is C(#N)C. The product is [Br:10][C:11]1[CH:16]=[CH:15][C:14]([O:17][CH2:2][CH2:3][N:4]2[CH2:9][CH2:8][O:7][CH2:6][CH2:5]2)=[CH:13][CH:12]=1. The yield is 1.00. (5) The reactants are [CH3:1][C:2]([O:41][CH2:42][C@@H:43]1[CH2:45][O:44]1)([CH3:40])[CH2:3][N:4]1[CH:8]=[CH:7][C:6]([NH:9][C:10]([CH:12]2[CH:16]([C:17]3[CH:22]=[CH:21][CH:20]=[C:19]([Cl:23])[C:18]=3[F:24])[C:15]([C:27]3[CH:32]=[CH:31][C:30]([Cl:33])=[CH:29][C:28]=3[F:34])([C:25]#[N:26])[CH:14]([CH2:35][C:36]([CH3:39])([CH3:38])[CH3:37])[NH:13]2)=[O:11])=[N:5]1.C([NH:50][CH2:51][C:52]([OH:54])=[O:53])(C)(C)C. The catalyst is C(O)(C)C. The product is [Cl:23][C:19]1[C:18]([F:24])=[C:17]([C@@H:16]2[C@:15]([C:27]3[CH:32]=[CH:31][C:30]([Cl:33])=[CH:29][C:28]=3[F:34])([C:25]#[N:26])[C@H:14]([CH2:35][C:36]([CH3:38])([CH3:37])[CH3:39])[NH:13][C@H:12]2[C:10]([NH:9][C:6]2[CH:7]=[CH:8][N:4]([CH2:3][C:2]([CH3:1])([CH3:40])[O:41][CH2:42][C@@H:43]([OH:44])[CH2:45][NH:50][CH2:51][C:52]([OH:54])=[O:53])[N:5]=2)=[O:11])[CH:22]=[CH:21][CH:20]=1. The yield is 0.190. (6) The reactants are C([O:8][N:9]1[C:15](=[O:16])[N:14]2[CH2:17][C@H:10]1[CH2:11][CH2:12][C@H:13]2[C:18]1[O:22][N:21]=[C:20]([C:23]([NH2:25])=[O:24])[N:19]=1)C1C=CC=CC=1. The catalyst is CO.C1COCC1.[Pd]. The product is [OH:8][N:9]1[C:15](=[O:16])[N:14]2[CH2:17][C@H:10]1[CH2:11][CH2:12][C@H:13]2[C:18]1[O:22][N:21]=[C:20]([C:23]([NH2:25])=[O:24])[N:19]=1. The yield is 0.930. (7) The reactants are Br[C:2]1[CH:3]=[C:4]2[C:10]([CH2:11][C:12]3[C:13]([F:23])=[C:14]([CH:19]=[CH:20][C:21]=3[F:22])[O:15][CH2:16][CH2:17][OH:18])=[CH:9][NH:8][C:5]2=[N:6][CH:7]=1.[N:24]1[CH:29]=[CH:28][CH:27]=[C:26](B(O)O)[CH:25]=1.C(=O)([O-])[O-].[K+].[K+].O. The catalyst is C(#N)C.C1C=CC([P]([Pd]([P](C2C=CC=CC=2)(C2C=CC=CC=2)C2C=CC=CC=2)([P](C2C=CC=CC=2)(C2C=CC=CC=2)C2C=CC=CC=2)[P](C2C=CC=CC=2)(C2C=CC=CC=2)C2C=CC=CC=2)(C2C=CC=CC=2)C2C=CC=CC=2)=CC=1. The product is [F:23][C:13]1[C:12]([CH2:11][C:10]2[C:4]3[C:5](=[N:6][CH:7]=[C:2]([C:26]4[CH:25]=[N:24][CH:29]=[CH:28][CH:27]=4)[CH:3]=3)[NH:8][CH:9]=2)=[C:21]([F:22])[CH:20]=[CH:19][C:14]=1[O:15][CH2:16][CH2:17][OH:18]. The yield is 0.320.